This data is from Forward reaction prediction with 1.9M reactions from USPTO patents (1976-2016). The task is: Predict the product of the given reaction. (1) The product is: [F:31][C:32]1[CH:33]=[C:34]([NH:39][C:40](=[O:63])[NH:41][C:42]2[CH:43]=[CH:44][C:45]([C:48]3[S:52][C:51]([CH:53]4[CH2:54][CH2:55][CH:56]([C:59]([OH:61])=[O:60])[CH2:57][CH2:58]4)=[N:50][CH:49]=3)=[CH:46][CH:47]=2)[CH:35]=[CH:36][C:37]=1[F:38]. Given the reactants FC(F)(F)C1C=C(NC(=O)NC2C=CC(C3SC(CCC(O)=O)=NC=3)=CC=2)C=CC=1.[F:31][C:32]1[CH:33]=[C:34]([NH:39][C:40](=[O:63])[NH:41][C:42]2[CH:47]=[CH:46][C:45]([C:48]3[S:52][C:51]([CH:53]4[CH2:58][CH2:57][CH:56]([C:59]([O:61]C)=[O:60])[CH2:55][CH2:54]4)=[N:50][CH:49]=3)=[CH:44][CH:43]=2)[CH:35]=[CH:36][C:37]=1[F:38], predict the reaction product. (2) Given the reactants [C:1]([O:5][C:6]1[CH:24]=[CH:23][C:22]([C:25]([F:28])([F:27])[F:26])=[CH:21][C:7]=1[CH2:8][NH:9][C:10]([C@:12]1([CH:18]([CH3:20])[CH3:19])[CH2:16][C:15](=[O:17])[CH:14]=[CH:13]1)=[O:11])([CH3:4])([CH3:3])[CH3:2].[H][H], predict the reaction product. The product is: [C:1]([O:5][C:6]1[CH:24]=[CH:23][C:22]([C:25]([F:26])([F:27])[F:28])=[CH:21][C:7]=1[CH2:8][NH:9][C:10]([C@@:12]1([CH:18]([CH3:20])[CH3:19])[CH2:13][CH2:14][C:15](=[O:17])[CH2:16]1)=[O:11])([CH3:3])([CH3:4])[CH3:2]. (3) Given the reactants [Cl:1][C:2]1[C:7]([S:8]([CH3:11])(=[O:10])=[O:9])=[CH:6][C:5]([C:12]2[N:13]([C:33](Cl)=[O:34])[C@@:14]([C:26]3[CH:31]=[CH:30][C:29]([Cl:32])=[CH:28][CH:27]=3)([CH3:25])[C@@:15]([C:18]3[CH:23]=[CH:22][C:21]([Cl:24])=[CH:20][CH:19]=3)([CH3:17])[N:16]=2)=[C:4]([O:36][CH2:37][CH3:38])[CH:3]=1.[CH3:39][N:40]([CH3:51])[CH2:41][CH2:42][CH2:43][N:44]([CH3:50])[CH:45]1[CH2:49][CH2:48][NH:47][CH2:46]1, predict the reaction product. The product is: [Cl:1][C:2]1[C:7]([S:8]([CH3:11])(=[O:10])=[O:9])=[CH:6][C:5]([C:12]2[N:13]([C:33]([N:47]3[CH2:48][CH2:49][CH:45]([N:44]([CH2:43][CH2:42][CH2:41][N:40]([CH3:39])[CH3:51])[CH3:50])[CH2:46]3)=[O:34])[C@@:14]([C:26]3[CH:31]=[CH:30][C:29]([Cl:32])=[CH:28][CH:27]=3)([CH3:25])[C@@:15]([C:18]3[CH:19]=[CH:20][C:21]([Cl:24])=[CH:22][CH:23]=3)([CH3:17])[N:16]=2)=[C:4]([O:36][CH2:37][CH3:38])[CH:3]=1. (4) Given the reactants [CH3:1][C:2]1[NH:3][C:4]2[C:9]([CH:10]=1)=[CH:8][CH:7]=[CH:6][CH:5]=2.[Cl-].[O:12]([C:19]1[CH:20]=[C:21]([CH:26]=[CH:27][CH:28]=1)[CH:22]=[N+:23]([CH3:25])[CH3:24])[C:13]1[CH:18]=[CH:17][CH:16]=[CH:15][CH:14]=1.O(C1C=C(C=CC=1)C=O)C1C=CC=CC=1.CNC, predict the reaction product. The product is: [CH3:24][N:23]([CH3:25])[CH:22]([C:10]1[C:9]2[C:4](=[CH:5][CH:6]=[CH:7][CH:8]=2)[NH:3][C:2]=1[CH3:1])[C:21]1[CH:26]=[CH:27][CH:28]=[C:19]([O:12][C:13]2[CH:18]=[CH:17][CH:16]=[CH:15][CH:14]=2)[CH:20]=1. (5) Given the reactants [Br:1][C:2]1[CH:7]=[CH:6][C:5]([C:8](=[O:10])[CH3:9])=[CH:4][CH:3]=1.CO[CH:13](OC)[N:14]([CH3:16])[CH3:15], predict the reaction product. The product is: [CH3:13][N:14]([CH:16]=[CH:9][C:8]([C:5]1[CH:6]=[CH:7][C:2]([Br:1])=[CH:3][CH:4]=1)=[O:10])[CH3:15]. (6) Given the reactants [O:1]1[CH2:3][C@H:2]1[CH2:4][O:5][C:6]1[C:18]2[C:17]3[C:12](=[CH:13][CH:14]=[CH:15][CH:16]=3)[NH:11][C:10]=2[CH:9]=[CH:8][CH:7]=1.[NH2:19][CH2:20][CH:21]1[CH2:26][CH2:25][N:24]([CH2:27][CH2:28][CH2:29][CH2:30][CH2:31][CH3:32])[CH2:23][CH2:22]1, predict the reaction product. The product is: [CH:9]1[C:10]2[NH:11][C:12]3[C:17](=[CH:16][CH:15]=[CH:14][CH:13]=3)[C:18]=2[C:6]([O:5][CH2:4][C@@H:2]([OH:1])[CH2:3][NH:19][CH2:20][CH:21]2[CH2:26][CH2:25][N:24]([CH2:27][CH2:28][CH2:29][CH2:30][CH2:31][CH3:32])[CH2:23][CH2:22]2)=[CH:7][CH:8]=1. (7) Given the reactants [F:1][C:2]1[C:3]([C:9]2[N:10]([CH:15]([CH3:17])[CH3:16])[C:11]([CH3:14])=[N:12][CH:13]=2)=[N:4][C:5](N)=[N:6][CH:7]=1.N([O-])=O.[Na+].[OH-].[Na+].[CH3:24][C:25]([OH:27])=[O:26].O, predict the reaction product. The product is: [C:25]([O:27][C:5]1[N:4]=[C:3]([C:9]2[N:10]([CH:15]([CH3:16])[CH3:17])[C:11]([CH3:14])=[N:12][CH:13]=2)[C:2]([F:1])=[CH:7][N:6]=1)(=[O:26])[CH3:24]. (8) Given the reactants [C:1]([C:4]1[CH:5]=[C:6]([CH:9]2[C:14]3[N:15]4[N:20]=[C:19]([CH3:21])[S:18][C:16]4=[N:17][C:13]=3[CH2:12][CH2:11][N:10]2[C:22]([O:24][C:25]([CH3:28])([CH3:27])[CH3:26])=[O:23])[S:7][CH:8]=1)(=O)[NH2:2].CC[N+](S(N=C(OC)[O-])(=O)=O)(CC)CC, predict the reaction product. The product is: [C:1]([C:4]1[CH:5]=[C:6]([CH:9]2[C:14]3[N:15]4[N:20]=[C:19]([CH3:21])[S:18][C:16]4=[N:17][C:13]=3[CH2:12][CH2:11][N:10]2[C:22]([O:24][C:25]([CH3:28])([CH3:27])[CH3:26])=[O:23])[S:7][CH:8]=1)#[N:2]. (9) The product is: [Cl:1][C:2]1[CH:7]=[CH:6][C:5]([C:8]2[N:9]=[C:10]3[N:14]([C:15]=2[CH2:16][OH:17])[CH:13]=[C:12]([C:18]([O-:20])=[O:19])[S:11]3)=[CH:4][CH:3]=1.[Na+:23]. Given the reactants [Cl:1][C:2]1[CH:7]=[CH:6][C:5]([C:8]2[N:9]=[C:10]3[N:14]([C:15]=2[CH2:16][OH:17])[CH:13]=[C:12]([C:18]([O:20]C)=[O:19])[S:11]3)=[CH:4][CH:3]=1.[OH-].[Na+:23], predict the reaction product. (10) Given the reactants [Li+].CC([N-]C(C)C)C.[Li]CCCC.[Br:14][C:15]1[CH:16]=[N:17][CH:18]=[CH:19][CH:20]=1.[CH:21](=[O:26])[CH2:22][CH2:23][CH2:24][CH3:25], predict the reaction product. The product is: [Br:14][C:15]1[CH:16]=[N:17][CH:18]=[CH:19][C:20]=1[CH:21]([OH:26])[CH2:22][CH2:23][CH2:24][CH3:25].